Dataset: Peptide-MHC class II binding affinity with 134,281 pairs from IEDB. Task: Regression. Given a peptide amino acid sequence and an MHC pseudo amino acid sequence, predict their binding affinity value. This is MHC class II binding data. The peptide sequence is VVAPQLPADLMIRII. The MHC is HLA-DPA10103-DPB10402 with pseudo-sequence HLA-DPA10103-DPB10402. The binding affinity (normalized) is 0.310.